This data is from Peptide-MHC class II binding affinity with 134,281 pairs from IEDB. The task is: Regression. Given a peptide amino acid sequence and an MHC pseudo amino acid sequence, predict their binding affinity value. This is MHC class II binding data. (1) The peptide sequence is KYFAATQFEPLAARL. The MHC is HLA-DPA10103-DPB10601 with pseudo-sequence HLA-DPA10103-DPB10601. The binding affinity (normalized) is 0.853. (2) The peptide sequence is GEEEVQLIAAVPGKN. The MHC is HLA-DQA10501-DQB10303 with pseudo-sequence HLA-DQA10501-DQB10303. The binding affinity (normalized) is 0.468.